Dataset: Full USPTO retrosynthesis dataset with 1.9M reactions from patents (1976-2016). Task: Predict the reactants needed to synthesize the given product. Given the product [C:1]([C:5]1[CH:10]=[CH:9][C:8]([S:11]([NH:14][C:15]2[CH:23]=[CH:22][C:21]([Cl:24])=[CH:20][C:16]=2[C:17]([NH:26][NH2:27])=[O:18])(=[O:13])=[O:12])=[CH:7][CH:6]=1)([CH3:4])([CH3:3])[CH3:2], predict the reactants needed to synthesize it. The reactants are: [C:1]([C:5]1[CH:10]=[CH:9][C:8]([S:11]([NH:14][C:15]2[CH:23]=[CH:22][C:21]([Cl:24])=[CH:20][C:16]=2[C:17](Cl)=[O:18])(=[O:13])=[O:12])=[CH:7][CH:6]=1)([CH3:4])([CH3:3])[CH3:2].O.[NH2:26][NH2:27].NN.